This data is from Full USPTO retrosynthesis dataset with 1.9M reactions from patents (1976-2016). The task is: Predict the reactants needed to synthesize the given product. (1) The reactants are: [F:1][C:2]1[CH:3]=[C:4]([CH:9]([N:21]2C(=O)C3C(=CC=CC=3)C2=O)[CH2:10][CH2:11][CH2:12][C:13]2[CH:18]=[CH:17][C:16]([O:19][CH3:20])=[CH:15][CH:14]=2)[CH:5]=[CH:6][C:7]=1[F:8].NN.Cl. Given the product [F:1][C:2]1[CH:3]=[C:4]([CH:9]([NH2:21])[CH2:10][CH2:11][CH2:12][C:13]2[CH:14]=[CH:15][C:16]([O:19][CH3:20])=[CH:17][CH:18]=2)[CH:5]=[CH:6][C:7]=1[F:8], predict the reactants needed to synthesize it. (2) Given the product [Cl:1][C:2]1[C:10]2[O:9][CH:8]([CH2:11][NH:12][C:13](=[O:19])[O:14][C:15]([CH3:18])([CH3:17])[CH3:16])[CH2:7][C:6]=2[CH:5]=[C:4]([OH:30])[CH:3]=1, predict the reactants needed to synthesize it. The reactants are: [Cl:1][C:2]1[C:10]2[O:9][CH:8]([CH2:11][NH:12][C:13](=[O:19])[O:14][C:15]([CH3:18])([CH3:17])[CH3:16])[CH2:7][C:6]=2[CH:5]=[C:4](B2OC(C)(C)C(C)(C)O2)[CH:3]=1.C(=O)(O)[O-:30].[Na+].OO.O. (3) Given the product [Br:1][C:2]1[N:10]=[CH:9][C:8]2[NH:7][C:6]3[N:11]=[CH:12][C:13]([C:28]4[CH:27]=[CH:26][C:25]([CH2:24][N:21]5[CH2:20][CH2:19][CH:18]([O:17][CH3:16])[CH2:23][CH2:22]5)=[CH:30][CH:29]=4)=[CH:14][C:5]=3[C:4]=2[CH:3]=1, predict the reactants needed to synthesize it. The reactants are: [Br:1][C:2]1[N:10]=[CH:9][C:8]2[NH:7][C:6]3[N:11]=[CH:12][C:13](I)=[CH:14][C:5]=3[C:4]=2[CH:3]=1.[CH3:16][O:17][CH:18]1[CH2:23][CH2:22][N:21]([CH2:24][C:25]2[CH:30]=[CH:29][C:28](B3OC(C)(C)C(C)(C)O3)=[CH:27][CH:26]=2)[CH2:20][CH2:19]1. (4) Given the product [OH:18][CH:16]1[CH2:15][N:14]([C:28]([O:30][C:31]([CH3:34])([CH3:33])[CH3:32])=[O:29])[CH2:13][CH2:12][N:11]([C:2]2[N:6]([CH3:7])[N:5]=[CH:4][C:3]=2[N+:8]([O-:10])=[O:9])[CH2:17]1, predict the reactants needed to synthesize it. The reactants are: Cl[C:2]1[N:6]([CH3:7])[N:5]=[CH:4][C:3]=1[N+:8]([O-:10])=[O:9].[NH:11]1[CH2:17][CH:16]([OH:18])[CH2:15][NH:14][CH2:13][CH2:12]1.CCN(C(C)C)C(C)C.[C:28](O[C:28]([O:30][C:31]([CH3:34])([CH3:33])[CH3:32])=[O:29])([O:30][C:31]([CH3:34])([CH3:33])[CH3:32])=[O:29]. (5) Given the product [OH:12][CH2:11][CH2:10][CH:9]=[CH:8][CH2:7][N:6]1[C:5](=[O:19])[O:4][N:3]=[C:2]1[CH3:1], predict the reactants needed to synthesize it. The reactants are: [CH3:1][C:2]1[N:6]([CH2:7][CH:8]=[CH:9][CH2:10][CH2:11][O:12]C2CCCCO2)[C:5](=[O:19])[O:4][N:3]=1.C1(C)C=CC(S(O)(=O)=O)=CC=1.C(=O)(O)[O-].[Na+]. (6) Given the product [F:30][C:2]1([F:1])[CH2:7][CH2:6][N:5]([C:8]([C:10]2[N:11]([C:37]3[CH:36]=[CH:35][CH:34]=[C:33]([C:32]([F:43])([F:42])[F:31])[CH:38]=3)[C:12]3[C:17]([CH:18]=2)=[CH:16][C:15]([C:19]([N:21]2[CH2:22][CH2:23][N:24]([CH:27]([CH3:28])[CH3:29])[CH2:25][CH2:26]2)=[O:20])=[CH:14][CH:13]=3)=[O:9])[CH2:4][CH2:3]1, predict the reactants needed to synthesize it. The reactants are: [F:1][C:2]1([F:30])[CH2:7][CH2:6][N:5]([C:8]([C:10]2[NH:11][C:12]3[C:17]([CH:18]=2)=[CH:16][C:15]([C:19]([N:21]2[CH2:26][CH2:25][N:24]([CH:27]([CH3:29])[CH3:28])[CH2:23][CH2:22]2)=[O:20])=[CH:14][CH:13]=3)=[O:9])[CH2:4][CH2:3]1.[F:31][C:32]([F:43])([F:42])[C:33]1[CH:34]=[C:35](B(O)O)[CH:36]=[CH:37][CH:38]=1.N1C=CC=CC=1.